From a dataset of Catalyst prediction with 721,799 reactions and 888 catalyst types from USPTO. Predict which catalyst facilitates the given reaction. (1) Reactant: [NH:1]1[C:9]2[C:4](=[CH:5][CH:6]=[CH:7][CH:8]=2)[CH:3]=[C:2]1[C:10]1[CH:11]=[CH:12][C:13]2[N:14]([C:16]([CH:19]=O)=[CH:17][N:18]=2)[CH:15]=1.C(C1N2C=C(C3N(C(OC(C)(C)C)=O)C4C(C=3)=CC=CC=4)C=CC2=NC=1)=O.[CH3:48][NH:49][NH2:50].[CH3:51][C:52]1[CH:57]=[CH:56][C:55]([F:58])=[CH:54][C:53]=1[S:59](Cl)(=[O:61])=[O:60]. Product: [NH:1]1[C:9]2[C:4](=[CH:5][CH:6]=[CH:7][CH:8]=2)[CH:3]=[C:2]1[C:10]1[CH:11]=[CH:12][C:13]2[N:14]([C:16](/[CH:19]=[N:50]/[N:49]([CH3:48])[S:59]([C:53]3[CH:54]=[C:55]([F:58])[CH:56]=[CH:57][C:52]=3[CH3:51])(=[O:60])=[O:61])=[CH:17][N:18]=2)[CH:15]=1. The catalyst class is: 8. (2) Reactant: [NH:1]([C:3](=[O:25])[CH:4]([NH:16][C:17](=[O:24])[C:18]1[CH:23]=[CH:22][CH:21]=[CH:20][CH:19]=1)[C:5]1[C:14]2[C:9](=[CH:10][CH:11]=[CH:12][CH:13]=2)[C:8](=[O:15])[NH:7][N:6]=1)[NH2:2].[Br:26][C:27]1[CH:28]=[C:29]([CH:32]=[CH:33][CH:34]=1)[CH:30]=O.C(O)(=O)C. Product: [Br:26][C:27]1[CH:28]=[C:29]([CH:32]=[CH:33][CH:34]=1)/[CH:30]=[N:2]/[NH:1][C:3](=[O:25])[CH:4]([NH:16][C:17](=[O:24])[C:18]1[CH:23]=[CH:22][CH:21]=[CH:20][CH:19]=1)[C:5]1[C:14]2[C:9](=[CH:10][CH:11]=[CH:12][CH:13]=2)[C:8](=[O:15])[NH:7][N:6]=1. The catalyst class is: 8. (3) Reactant: [CH2:1]([C:3]1[N:8]=[C:7]([NH:9][C:10](=O)C(C)(C)C)[C:6]([CH3:16])=[CH:5][CH:4]=1)[CH3:2].C([Li])(C)(C)C.CN(C)C=O.Cl. Product: [CH2:1]([C:3]1[N:8]=[C:7]2[NH:9][CH:10]=[CH:16][C:6]2=[CH:5][CH:4]=1)[CH3:2]. The catalyst class is: 27. (4) Reactant: [H-].[Na+].[Br:3][C:4]1[CH:12]=[C:11]2[C:7]([C:8]([CH:13]([C:18]3[CH:26]=[C:25]([O:27][CH3:28])[C:21]4[O:22][CH2:23][O:24][C:20]=4[CH:19]=3)[C:14]([O:16][CH3:17])=[O:15])=[CH:9][NH:10]2)=[CH:6][CH:5]=1.[C:29]1(C)C=CC(S([O-])(=O)=O)=CC=1. Product: [Br:3][C:4]1[CH:12]=[C:11]2[C:7]([C:8]([CH:13]([C:18]3[CH:26]=[C:25]([O:27][CH3:28])[C:21]4[O:22][CH2:23][O:24][C:20]=4[CH:19]=3)[C:14]([O:16][CH3:17])=[O:15])=[CH:9][N:10]2[CH3:29])=[CH:6][CH:5]=1. The catalyst class is: 9.